From a dataset of Full USPTO retrosynthesis dataset with 1.9M reactions from patents (1976-2016). Predict the reactants needed to synthesize the given product. (1) Given the product [CH:12]([C:11]1[CH:10]=[CH:9][CH:8]=[C:7]([CH3:14])[C:6]=1[C:5]([N:4]([CH2:16][C:17]([O:19][CH2:20][CH3:21])=[O:18])[CH:1]([CH3:3])[CH3:2])=[O:15])=[O:23], predict the reactants needed to synthesize it. The reactants are: [CH:1]([N:4]([CH2:16][C:17]([O:19][CH2:20][CH3:21])=[O:18])[C:5](=[O:15])[C:6]1[C:11]([CH:12]=C)=[CH:10][CH:9]=[CH:8][C:7]=1[CH3:14])([CH3:3])[CH3:2].I([O-])(=O)(=O)=[O:23].[Na+]. (2) The reactants are: [N+:1]([C:4]1[CH:12]=[CH:11][CH:10]=[C:9]2[C:5]=1[CH:6]=[N:7][NH:8]2)([O-:3])=[O:2].C(=O)([O-])[O-].[K+].[K+].Cl.[CH2:20](Cl)[CH3:21].[CH3:23][N:24](C=O)[CH3:25]. Given the product [CH3:23][N:24]([CH3:25])[CH2:20][CH2:21][N:8]1[C:9]2[C:5](=[C:4]([N+:1]([O-:3])=[O:2])[CH:12]=[CH:11][CH:10]=2)[CH:6]=[N:7]1, predict the reactants needed to synthesize it.